The task is: Predict the reactants needed to synthesize the given product.. This data is from Full USPTO retrosynthesis dataset with 1.9M reactions from patents (1976-2016). (1) Given the product [CH3:1][O:2][C:3]1[CH:8]=[CH:7][C:6]([N:9]2[C:13]3([CH2:18][CH2:17][N:16]([CH2:19][CH2:20][CH2:21][N:22]4[C:26]5[CH:27]=[CH:28][CH:29]=[CH:30][C:25]=5[NH:24][C:23]4=[O:31])[CH2:15][CH2:14]3)[C:12](=[O:32])[N:11]([CH2:33][C:34]3[CH:35]=[C:36]([CH:41]=[CH:42][CH:43]=3)[C:37]([OH:39])=[O:38])[CH2:10]2)=[CH:5][CH:4]=1, predict the reactants needed to synthesize it. The reactants are: [CH3:1][O:2][C:3]1[CH:8]=[CH:7][C:6]([N:9]2[C:13]3([CH2:18][CH2:17][N:16]([CH2:19][CH2:20][CH2:21][N:22]4[C:26]5[CH:27]=[CH:28][CH:29]=[CH:30][C:25]=5[NH:24][C:23]4=[O:31])[CH2:15][CH2:14]3)[C:12](=[O:32])[N:11]([CH2:33][C:34]3[CH:35]=[C:36]([CH:41]=[CH:42][CH:43]=3)[C:37]([O:39]C)=[O:38])[CH2:10]2)=[CH:5][CH:4]=1.O.[OH-].[Li+]. (2) Given the product [NH:23]1[C:18]2[CH:19]=[CH:20][CH:21]=[CH:22][C:17]=2[N:24]=[C:10]1[CH2:9][N:8]([CH2:13][C:14]1[NH:24][C:17]2[CH:22]=[CH:21][CH:20]=[CH:19][C:18]=2[N:23]=1)[CH2:1][C:2]1[CH:7]=[CH:6][CH:5]=[CH:4][CH:3]=1, predict the reactants needed to synthesize it. The reactants are: [CH2:1]([N:8]([CH2:13][C:14](O)=O)[CH2:9][C:10](O)=O)[C:2]1[CH:7]=[CH:6][CH:5]=[CH:4][CH:3]=1.[C:17]1([NH2:24])[CH:22]=[CH:21][CH:20]=[CH:19][C:18]=1[NH2:23]. (3) Given the product [OH:27][CH2:26][C@H:22]1[CH2:23][CH2:24][CH2:25][N:21]1[C:15]([C:12]1[CH:11]=[CH:10][C:9]([C:6]2[CH:5]=[CH:4][C:3]([C:2]([F:18])([F:1])[F:19])=[CH:8][CH:7]=2)=[CH:14][CH:13]=1)=[O:16], predict the reactants needed to synthesize it. The reactants are: [F:1][C:2]([F:19])([F:18])[C:3]1[CH:8]=[CH:7][C:6]([C:9]2[CH:14]=[CH:13][C:12]([C:15](O)=[O:16])=[CH:11][CH:10]=2)=[CH:5][CH:4]=1.[Li].[NH:21]1[CH2:25][CH2:24][CH2:23][C@@H:22]1[CH2:26][OH:27].